This data is from Full USPTO retrosynthesis dataset with 1.9M reactions from patents (1976-2016). The task is: Predict the reactants needed to synthesize the given product. (1) Given the product [CH2:30]([CH:24]1[C:25]2=[N:1][C:2]3[N:6]([CH:7]([CH3:8])[CH3:12])[N:5]=[CH:4][C:3]=3[C:13](=[O:14])[N:15]2[CH2:38][CH2:37][N:23]1[CH3:21])[C:31]1[CH:32]=[CH:33][CH:34]=[CH:35][CH:36]=1, predict the reactants needed to synthesize it. The reactants are: [NH2:1][C:2]1[N:6]([C:7]2[CH:12]=CC=C[CH:8]=2)[N:5]=[CH:4][C:3]=1[C:13]([NH2:15])=[O:14].C(O[C:21]([NH:23][CH:24]([CH2:30][C:31]1[CH:36]=[CH:35][CH:34]=[CH:33][CH:32]=1)[C:25](OCC)=O)=O)(C)(C)C.[C:37](OC(NCC(OCC)=O)=O)(C)(C)[CH3:38]. (2) Given the product [F:1][C:2]1[CH:36]=[C:35]([NH:37][C:38]([NH:40][C:41]2[CH:45]=[C:44]([CH3:46])[O:43][N:42]=2)=[O:39])[CH:34]=[CH:33][C:3]=1[O:4][C:5]1[CH:10]=[CH:9][N:8]=[C:7]2[CH:11]=[C:12]([C:14]3[CH:15]=[CH:16][C:17]([CH2:20][NH:21][CH2:29][CH2:30][O:31][CH3:32])=[CH:18][N:19]=3)[S:13][C:6]=12, predict the reactants needed to synthesize it. The reactants are: [F:1][C:2]1[CH:36]=[C:35]([NH:37][C:38]([NH:40][C:41]2[CH:45]=[C:44]([CH3:46])[O:43][N:42]=2)=[O:39])[CH:34]=[CH:33][C:3]=1[O:4][C:5]1[CH:10]=[CH:9][N:8]=[C:7]2[CH:11]=[C:12]([C:14]3[N:19]=[CH:18][C:17]([CH2:20][N:21]([CH2:29][CH2:30][O:31][CH3:32])C(=O)OC(C)(C)C)=[CH:16][CH:15]=3)[S:13][C:6]=12.C(O)(C(F)(F)F)=O. (3) The reactants are: [F:1][C:2]1[CH:3]=[C:4]([OH:11])[CH:5]=[CH:6][C:7]=1[N+:8]([O-])=O. Given the product [NH2:8][C:7]1[CH:6]=[CH:5][C:4]([OH:11])=[CH:3][C:2]=1[F:1], predict the reactants needed to synthesize it. (4) Given the product [CH3:9][S:10][C:2]1[C:3]([NH2:8])=[N:4][CH:5]=[CH:6][N:7]=1, predict the reactants needed to synthesize it. The reactants are: Cl[C:2]1[C:3]([NH2:8])=[N:4][CH:5]=[CH:6][N:7]=1.[CH3:9][S-:10].[Na+]. (5) Given the product [CH3:40][O:39][C:17]1[C:18]([O:22][CH2:23][C:24]2[S:25][C:26]([C:35]([F:38])([F:36])[F:37])=[C:27]([C:29]3[CH:30]=[CH:31][CH:32]=[CH:33][CH:34]=3)[CH:28]=2)=[CH:19][CH:20]=[C:21]2[C:16]=1[CH2:15][CH2:14][N:13]2[C:11](=[O:12])[CH2:10][NH:9][CH2:8][CH2:7][C:6]([OH:48])=[O:5], predict the reactants needed to synthesize it. The reactants are: C([O:5][C:6](=[O:48])[CH2:7][CH2:8][N:9](C(OC(C)(C)C)=O)[CH2:10][C:11]([N:13]1[C:21]2[C:16](=[C:17]([O:39][CH3:40])[C:18]([O:22][CH2:23][C:24]3[S:25][C:26]([C:35]([F:38])([F:37])[F:36])=[C:27]([C:29]4[CH:34]=[CH:33][CH:32]=[CH:31][CH:30]=4)[CH:28]=3)=[CH:19][CH:20]=2)[CH2:15][CH2:14]1)=[O:12])(C)(C)C.Cl.O1CCOCC1. (6) Given the product [CH3:1][O:2][C:3]([C:5]1[S:6][C:7]([C:27]2[CH2:32][CH2:31][CH2:30][CH2:29][CH:28]=2)=[CH:8][C:9]=1[N:10]([CH:20]1[CH2:25][O:24][CH2:23][O:22][CH2:21]1)[C:11]([C@H:13]1[CH2:18][CH2:17][C@H:16]([CH3:19])[CH2:15][CH2:14]1)=[O:12])=[O:4], predict the reactants needed to synthesize it. The reactants are: [CH3:1][O:2][C:3]([C:5]1[S:6][C:7](Br)=[CH:8][C:9]=1[N:10]([CH:20]1[CH2:25][O:24][CH2:23][O:22][CH2:21]1)[C:11]([C@H:13]1[CH2:18][CH2:17][C@H:16]([CH3:19])[CH2:15][CH2:14]1)=[O:12])=[O:4].[C:27]1(B(O)O)[CH2:32][CH2:31][CH2:30][CH2:29][CH:28]=1. (7) Given the product [CH3:1][N:2]([CH3:30])[C:3]([C:5]1[CH:6]=[C:7]([CH:21]=[C:22]([C:26]([F:29])([F:27])[F:28])[C:23]=1[OH:24])[C:8]([N:10]1[C:14]2[CH:15]=[CH:16][CH:17]=[CH:18][C:13]=2[S:12](=[O:20])(=[O:19])[CH2:11]1)=[O:9])=[O:4], predict the reactants needed to synthesize it. The reactants are: [CH3:1][N:2]([CH3:30])[C:3]([C:5]1[CH:6]=[C:7]([CH:21]=[C:22]([C:26]([F:29])([F:28])[F:27])[C:23]=1[O:24]C)[C:8]([N:10]1[C:14]2[CH:15]=[CH:16][CH:17]=[CH:18][C:13]=2[S:12](=[O:20])(=[O:19])[CH2:11]1)=[O:9])=[O:4].[Cl-].[Li+].Cl.